Dataset: Catalyst prediction with 721,799 reactions and 888 catalyst types from USPTO. Task: Predict which catalyst facilitates the given reaction. (1) Reactant: Cl[C:2]1[N:7]=[CH:6][C:5]([C:8]2[CH:13]=[CH:12][CH:11]=[CH:10][CH:9]=2)=[CH:4][N:3]=1.[C:14]([O:18][C:19]([N:21]1[CH2:26][CH2:25][CH:24]([NH2:27])[CH2:23][CH2:22]1)=[O:20])([CH3:17])([CH3:16])[CH3:15].C(N(CC)CC)C. Product: [C:14]([O:18][C:19]([N:21]1[CH2:26][CH2:25][CH:24]([NH:27][C:2]2[N:7]=[CH:6][C:5]([C:8]3[CH:13]=[CH:12][CH:11]=[CH:10][CH:9]=3)=[CH:4][N:3]=2)[CH2:23][CH2:22]1)=[O:20])([CH3:17])([CH3:15])[CH3:16]. The catalyst class is: 10. (2) Reactant: [CH3:1][C:2]1[CH:10]=[C:9]2[C:5]([C:6]([C:11]3[N:12]=[C:13]4[C:19]([C:20]([OH:22])=O)=[CH:18][NH:17][C:14]4=[N:15][CH:16]=3)=[N:7][NH:8]2)=[CH:4][CH:3]=1.CCN=C=NCCCN(C)C.CCN(C(C)C)C(C)C.Cl.[CH:44]1([C:47]([NH2:50])([CH3:49])[CH3:48])[CH2:46][CH2:45]1. Product: [CH:44]1([C:47]([NH:50][C:20]([C:19]2[C:13]3[C:14](=[N:15][CH:16]=[C:11]([C:6]4[C:5]5[C:9](=[CH:10][C:2]([CH3:1])=[CH:3][CH:4]=5)[NH:8][N:7]=4)[N:12]=3)[NH:17][CH:18]=2)=[O:22])([CH3:49])[CH3:48])[CH2:46][CH2:45]1. The catalyst class is: 792. (3) Reactant: [OH:1][N:2]1[C:7]([CH3:9])([CH3:8])[CH2:6][C:5](=O)[CH2:4][C:3]1([CH3:12])[CH3:11].[NH2:13][CH2:14][CH2:15][NH:16][CH2:17][CH2:18][NH2:19].[H][H]. Product: [OH:1][N:2]1[C:7]([CH3:9])([CH3:8])[CH2:6][CH:5]([NH:13][CH2:14][CH2:15][NH:16][CH2:17][CH2:18][NH:19][CH:5]2[CH2:6][C:7]([CH3:8])([CH3:9])[N:2]([OH:1])[C:3]([CH3:12])([CH3:11])[CH2:4]2)[CH2:4][C:3]1([CH3:12])[CH3:11]. The catalyst class is: 5.